Dataset: Peptide-MHC class I binding affinity with 185,985 pairs from IEDB/IMGT. Task: Regression. Given a peptide amino acid sequence and an MHC pseudo amino acid sequence, predict their binding affinity value. This is MHC class I binding data. (1) The peptide sequence is NAHEGQLVI. The MHC is HLA-A02:01 with pseudo-sequence HLA-A02:01. The binding affinity (normalized) is 0. (2) The peptide sequence is ATFSVPMEK. The MHC is HLA-A02:06 with pseudo-sequence HLA-A02:06. The binding affinity (normalized) is 0.